Dataset: Catalyst prediction with 721,799 reactions and 888 catalyst types from USPTO. Task: Predict which catalyst facilitates the given reaction. (1) Reactant: [C:1]([O:5][C:6]([N:8]([C:30]([O:32][C:33]([CH3:36])([CH3:35])[CH3:34])=[O:31])[C:9]1[CH:10]=[N:11][CH:12]=[CH:13][C:14]=1[C@H:15]1[O:20][C@H:19]([CH2:21][CH2:22][C:23]([O:25][CH2:26][CH3:27])=[O:24])[C@@H:18]([OH:28])[C@H:17]([OH:29])[CH2:16]1)=[O:7])([CH3:4])([CH3:3])[CH3:2].N1C=CN=C1.[CH3:42][C:43]([Si:46](Cl)([CH3:48])[CH3:47])([CH3:45])[CH3:44]. Product: [C:1]([O:5][C:6]([N:8]([C:30]([O:32][C:33]([CH3:35])([CH3:34])[CH3:36])=[O:31])[C:9]1[CH:10]=[N:11][CH:12]=[CH:13][C:14]=1[C@H:15]1[O:20][C@H:19]([CH2:21][CH2:22][C:23]([O:25][CH2:26][CH3:27])=[O:24])[C@@H:18]([OH:28])[C@H:17]([O:29][Si:46]([C:43]([CH3:45])([CH3:44])[CH3:42])([CH3:48])[CH3:47])[CH2:16]1)=[O:7])([CH3:4])([CH3:2])[CH3:3]. The catalyst class is: 3. (2) Reactant: [CH2:1]([NH:8][CH2:9][CH2:10][OH:11])[C:2]1[CH:7]=[CH:6][CH:5]=[CH:4][CH:3]=1.C([O-])([O-])=[O:13].[K+].[K+].[CH2:18](OC(=O)CBr)[C:19]1C=CC=CC=1. Product: [CH2:1]([N:8]1[CH2:19][CH2:18][O:11][C:10](=[O:13])[CH2:9]1)[C:2]1[CH:7]=[CH:6][CH:5]=[CH:4][CH:3]=1. The catalyst class is: 22. (3) Reactant: N1C=CN=C1.[C:6]1([P:12](Cl)([C:14]2[CH:19]=[CH:18][CH:17]=[CH:16][CH:15]=2)=[O:13])[CH:11]=[CH:10][CH:9]=[CH:8][CH:7]=1.[C:21]([O:25][C:26]([N:28]1[C:36]2[C:31](=[CH:32][C:33]([OH:37])=[CH:34][CH:35]=2)[C:30]([CH:38]2[CH2:46][C:45]3[C:40](=[CH:41][CH:42]=[CH:43][CH:44]=3)[N:39]2[C:47]([O:49][C:50]([CH3:53])([CH3:52])[CH3:51])=[O:48])=[N:29]1)=[O:27])([CH3:24])([CH3:23])[CH3:22]. Product: [C:21]([O:25][C:26]([N:28]1[C:36]2[C:31](=[CH:32][C:33]([O:37][P:12]([C:14]3[CH:15]=[CH:16][CH:17]=[CH:18][CH:19]=3)([C:6]3[CH:11]=[CH:10][CH:9]=[CH:8][CH:7]=3)=[O:13])=[CH:34][CH:35]=2)[C:30]([CH:38]2[CH2:46][C:45]3[C:40](=[CH:41][CH:42]=[CH:43][CH:44]=3)[N:39]2[C:47]([O:49][C:50]([CH3:53])([CH3:52])[CH3:51])=[O:48])=[N:29]1)=[O:27])([CH3:24])([CH3:23])[CH3:22]. The catalyst class is: 4. (4) Reactant: [CH2:1]([C:15]1[CH:21]=[CH:20][C:18]([NH2:19])=[CH:17][CH:16]=1)[CH2:2][CH2:3][CH2:4][CH2:5][CH2:6][CH2:7][CH2:8][CH2:9][CH2:10][CH2:11][CH2:12][CH2:13][CH3:14].O.[N:23]([O-])=O.[Na+].[CH2:27]([CH:29]([CH2:42][CH2:43][CH2:44][CH3:45])[CH2:30][N:31]1[C:36]([OH:37])=[CH:35][C:34]([CH3:38])=[C:33]([C:39]#[N:40])[C:32]1=[O:41])[CH3:28]. Product: [CH2:27]([CH:29]([CH2:42][CH2:43][CH2:44][CH3:45])[CH2:30][N:31]1[C:36]([OH:37])=[C:35](/[N:23]=[N:19]/[C:18]2[CH:17]=[CH:16][C:15]([CH2:1][CH2:2][CH2:3][CH2:4][CH2:5][CH2:6][CH2:7][CH2:8][CH2:9][CH2:10][CH2:11][CH2:12][CH2:13][CH3:14])=[CH:21][CH:20]=2)[C:34]([CH3:38])=[C:33]([C:39]#[N:40])[C:32]1=[O:41])[CH3:28]. The catalyst class is: 33. (5) Reactant: [C:1]([C:5]1[CH:6]=[C:7]([C:16]2[CH:21]=[CH:20][C:19]([C:22]([O:24]CC)=[O:23])=[CH:18][CH:17]=2)[CH:8]=[C:9]([C:12]([CH3:15])([CH3:14])[CH3:13])[C:10]=1[OH:11])([CH3:4])([CH3:3])[CH3:2]. Product: [C:12]([C:9]1[CH:8]=[C:7]([C:16]2[CH:17]=[CH:18][C:19]([C:22]([OH:24])=[O:23])=[CH:20][CH:21]=2)[CH:6]=[C:5]([C:1]([CH3:4])([CH3:3])[CH3:2])[C:10]=1[OH:11])([CH3:13])([CH3:14])[CH3:15]. The catalyst class is: 8. (6) Reactant: [F:1][C:2]1[CH:7]=[CH:6][C:5]([S:8]([N:11]([C:16]2[C:25]([C:26]([O:28][CH3:29])=[O:27])=[C:24]3[C:19]([C@H:20]4[CH2:30][C@H:21]4[CH2:22][O:23]3)=[CH:18][CH:17]=2)C(OC)=O)(=[O:10])=[O:9])=[C:4]([CH:31]2[CH2:33][CH:32]2[CH2:34]OS(C)(=O)=O)[CH:3]=1.[CH2:40]([NH:42][CH2:43][CH3:44])[CH3:41]. Product: [CH2:40]([N:42]([CH2:34][CH:32]1[CH2:33][CH:31]1[C:4]1[CH:3]=[C:2]([F:1])[CH:7]=[CH:6][C:5]=1[S:8]([NH:11][C:16]1[C:25]([C:26]([O:28][CH3:29])=[O:27])=[C:24]2[C:19]([C@H:20]3[CH2:30][C@H:21]3[CH2:22][O:23]2)=[CH:18][CH:17]=1)(=[O:10])=[O:9])[CH2:43][CH3:44])[CH3:41]. The catalyst class is: 26. (7) Product: [Cl:15][C:16]1[C:21]([CH:22]([C:2]2[CH:7]=[CH:6][C:5]([Cl:8])=[C:4]([C:9]([F:12])([F:11])[F:10])[CH:3]=2)[OH:23])=[CH:20][CH:19]=[CH:18][C:17]=1[NH:24][C:25](=[O:27])[CH3:26]. Reactant: Br[C:2]1[CH:7]=[CH:6][C:5]([Cl:8])=[C:4]([C:9]([F:12])([F:11])[F:10])[CH:3]=1.II.[Cl:15][C:16]1[C:21]([CH:22]=[O:23])=[CH:20][CH:19]=[CH:18][C:17]=1[NH:24][C:25](=[O:27])[CH3:26].[NH4+].[Cl-]. The catalyst class is: 1.